Dataset: Blood-brain barrier permeability classification from the B3DB database. Task: Regression/Classification. Given a drug SMILES string, predict its absorption, distribution, metabolism, or excretion properties. Task type varies by dataset: regression for continuous measurements (e.g., permeability, clearance, half-life) or binary classification for categorical outcomes (e.g., BBB penetration, CYP inhibition). Dataset: b3db_classification. The compound is CC(=O)N1CCN(C(=O)Cc2ccc(Cl)c(Cl)c2)C(CN2CCCC2)C1. The result is 1 (penetrates BBB).